This data is from Catalyst prediction with 721,799 reactions and 888 catalyst types from USPTO. The task is: Predict which catalyst facilitates the given reaction. Product: [C:41]([C:40]([C:39]([N:36]1[CH2:35][CH2:34][O:33][CH2:38][CH2:37]1)=[O:43])=[CH:1][C:3]1[CH:32]=[CH:31][C:6]([NH:7][C:8]2[N:9]=[C:10]3[C:16]([C:17]([NH:19][CH:20]([CH3:22])[CH3:21])=[O:18])=[CH:15][N:14]([CH2:23][O:24][CH2:25][CH2:26][Si:27]([CH3:28])([CH3:30])[CH3:29])[C:11]3=[N:12][CH:13]=2)=[CH:5][CH:4]=1)#[N:42]. The catalyst class is: 2. Reactant: [CH:1]([C:3]1[CH:32]=[CH:31][C:6]([NH:7][C:8]2[N:9]=[C:10]3[C:16]([C:17]([NH:19][CH:20]([CH3:22])[CH3:21])=[O:18])=[CH:15][N:14]([CH2:23][O:24][CH2:25][CH2:26][Si:27]([CH3:30])([CH3:29])[CH3:28])[C:11]3=[N:12][CH:13]=2)=[CH:5][CH:4]=1)=O.[O:33]1[CH2:38][CH2:37][N:36]([C:39](=[O:43])[CH2:40][C:41]#[N:42])[CH2:35][CH2:34]1.N1CCCCC1.